Task: Regression. Given a peptide amino acid sequence and an MHC pseudo amino acid sequence, predict their binding affinity value. This is MHC class II binding data.. Dataset: Peptide-MHC class II binding affinity with 134,281 pairs from IEDB The peptide sequence is VEIALGGVMGGLWKY. The MHC is HLA-DQA10103-DQB10603 with pseudo-sequence HLA-DQA10103-DQB10603. The binding affinity (normalized) is 0.